From a dataset of Forward reaction prediction with 1.9M reactions from USPTO patents (1976-2016). Predict the product of the given reaction. (1) Given the reactants [S:1]1[CH:5]=[CH:4][CH:3]=[C:2]1[C:6](=[O:12])[C:7]([O:9][CH2:10][CH3:11])=[O:8].[CH:13]1([Mg]Cl)[CH2:18][CH2:17][CH2:16][CH2:15][CH2:14]1, predict the reaction product. The product is: [CH2:10]([O:9][C:7](=[O:8])[C:6]([CH:13]1[CH2:18][CH2:17][CH2:16][CH2:15][CH2:14]1)([OH:12])[C:2]1[S:1][CH:5]=[CH:4][CH:3]=1)[CH3:11]. (2) Given the reactants Cl[CH2:2][CH2:3][O:4][C:5]1[CH:14]=[C:13]2[C:8]([C:9]([O:15][C:16]3[CH:21]=[C:20]([CH3:22])[C:19]([CH3:23])=[CH:18][C:17]=3[C:24](=[O:26])[CH3:25])=[CH:10][CH:11]=[N:12]2)=[CH:7][C:6]=1[O:27][CH3:28].[NH:29]1[CH2:34][CH2:33][O:32][CH2:31][CH2:30]1.C(=O)([O-])[O-].[K+].[K+].O, predict the reaction product. The product is: [CH3:28][O:27][C:6]1[CH:7]=[C:8]2[C:13](=[CH:14][C:5]=1[O:4][CH2:3][CH2:2][N:29]1[CH2:34][CH2:33][O:32][CH2:31][CH2:30]1)[N:12]=[CH:11][CH:10]=[C:9]2[O:15][C:16]1[CH:21]=[C:20]([CH3:22])[C:19]([CH3:23])=[CH:18][C:17]=1[C:24](=[O:26])[CH3:25]. (3) Given the reactants [C:1]([C:5]1[CH:10]=[C:9](C(C)(C)C)[CH:8]=[CH:7][C:6]=1[OH:15])(C)(C)[CH3:2].C(OC[N:22](COCC(C)C)C)C(C)C, predict the reaction product. The product is: [O:15]1[C:6]2=[CH:7][CH:8]=[CH:9][CH2:10][CH:5]2[CH2:1][CH2:2][NH:22]1. (4) Given the reactants [Br:1][C:2]1[CH:16]=[CH:15][C:5]([CH2:6][C:7]2[CH:12]=[CH:11][C:10]([CH2:13][OH:14])=[CH:9][CH:8]=2)=[CH:4][CH:3]=1.[H-].[Na+].[CH3:19][O:20][CH2:21]Cl.[Cl-].[NH4+], predict the reaction product. The product is: [Br:1][C:2]1[CH:3]=[CH:4][C:5]([CH2:6][C:7]2[CH:12]=[CH:11][C:10]([CH2:13][O:14][CH2:19][O:20][CH3:21])=[CH:9][CH:8]=2)=[CH:15][CH:16]=1. (5) Given the reactants [N+:1]([C:4]1[CH:5]=[C:6]([S:10]([CH3:13])(=[NH:12])=[O:11])[CH:7]=[CH:8][CH:9]=1)([O-:3])=[O:2].[CH:14]([N:17]=[C:18]=[O:19])([CH3:16])[CH3:15], predict the reaction product. The product is: [N+:1]([C:4]1[CH:5]=[C:6]([S:10]([CH3:13])(=[N:12][C:18](=[O:19])[NH:17][CH:14]([CH3:16])[CH3:15])=[O:11])[CH:7]=[CH:8][CH:9]=1)([O-:3])=[O:2]. (6) Given the reactants Cl.[CH:2]12[N:8]([C:9]3[CH:15]=[CH:14][C:12]([NH2:13])=[C:11]([C:16]([F:19])([F:18])[F:17])[CH:10]=3)[CH:5]([CH2:6][CH2:7]1)[CH2:4][CH2:3]2.[N+](C1C=CC(N2C3CCC2CC3)=CC=1C(F)(F)F)([O-])=O.CC1CCCO1, predict the reaction product. The product is: [CH:5]12[N:8]([C:9]3[CH:15]=[CH:14][C:12]([NH2:13])=[C:11]([C:16]([F:19])([F:17])[F:18])[CH:10]=3)[CH:2]([CH2:3][CH2:4]1)[CH2:7][CH2:6]2. (7) The product is: [CH:1]1([N:7]2[CH2:11][CH2:10][CH:9]([CH2:12][C:13]3[C:14]([Cl:34])=[CH:15][C:16]([C:20]4[CH:21]=[CH:22][C:23]([C:26]([N:28]5[CH2:29][CH2:30][N:31]([CH2:37][CH2:38][F:39])[CH2:32][CH2:33]5)=[O:27])=[CH:24][CH:25]=4)=[CH:17][C:18]=3[Cl:19])[C:8]2=[O:35])[CH2:6][CH2:5][CH2:4][CH2:3][CH2:2]1. Given the reactants [CH:1]1([N:7]2[CH2:11][CH2:10][CH:9]([CH2:12][C:13]3[C:18]([Cl:19])=[CH:17][C:16]([C:20]4[CH:25]=[CH:24][C:23]([C:26]([N:28]5[CH2:33][CH2:32][NH:31][CH2:30][CH2:29]5)=[O:27])=[CH:22][CH:21]=4)=[CH:15][C:14]=3[Cl:34])[C:8]2=[O:35])[CH2:6][CH2:5][CH2:4][CH2:3][CH2:2]1.Br[CH2:37][CH2:38][F:39], predict the reaction product.